From a dataset of Reaction yield outcomes from USPTO patents with 853,638 reactions. Predict the reaction yield, written as a fraction of the theoretical maximum amount of product (1.0 means a 100% yield; for example, 0.34 means a 34% yield). (1) The reactants are [CH2:1]([O:3][C:4](=[O:10])[CH:5]=[C:6]1[CH2:9][CH2:8][CH2:7]1)[CH3:2].[N+:11]([CH3:14])([O-:13])=[O:12].[F-].C([N+](CCCC)(CCCC)CCCC)CCC. The catalyst is O1CCCC1.C(OCC)(=O)C. The product is [CH2:1]([O:3][C:4](=[O:10])[CH2:5][C:6]1([CH2:14][N+:11]([O-:13])=[O:12])[CH2:9][CH2:8][CH2:7]1)[CH3:2]. The yield is 0.520. (2) The yield is 0.713. The product is [C:1]([O:5][C:6](=[O:7])[NH:8][CH3:9])([CH3:4])([CH3:3])[CH3:2]. The reactants are [C:1]([O:5][C:6]([N:8](C)[C@@H:9](CC)C(O)=O)=[O:7])([CH3:4])([CH3:3])[CH3:2].C(N(C(C)C)CC)(C)C.C(NC([C@H]1N2C(=O)[C@@H](N)CCC(=O)N2CCC1)=O)CC1C=CC=CC=1.C1C=CC2N(O)N=NC=2C=1.CN(C(ON1N=NC2C=CC=CC1=2)=[N+](C)C)C.F[P-](F)(F)(F)(F)F. The catalyst is CN(C=O)C.CCOCC. (3) The reactants are [Cl:1][C:2]1[CH:9]=[CH:8][C:5]([CH2:6][NH2:7])=[CH:4][CH:3]=1.Cl[C:11]([O:13][CH2:14][CH3:15])=[O:12].Cl. The catalyst is N1C=CC=CC=1. The product is [Cl:1][C:2]1[CH:9]=[CH:8][C:5]([CH2:6][NH:7][C:11](=[O:12])[O:13][CH2:14][CH3:15])=[CH:4][CH:3]=1. The yield is 0.980. (4) The yield is 0.160. The product is [CH3:1][O:2][C:3](=[O:29])[NH:4][C:5]1[S:6][C:7]2[C:13]([C:14]3[N:15]=[C:16]([NH2:19])[NH:17][CH:18]=3)=[CH:12][CH:11]=[C:10]([O:27][CH3:28])[C:8]=2[N:9]=1. The catalyst is Cl.CO. The reactants are [CH3:1][O:2][C:3](=[O:29])[NH:4][C:5]1[S:6][C:7]2[C:13]([C:14]3[N:15]=[C:16]([NH:19]C(OC(C)(C)C)=O)[NH:17][CH:18]=3)=[CH:12][CH:11]=[C:10]([O:27][CH3:28])[C:8]=2[N:9]=1. (5) The reactants are [CH2:1]([O:3][C:4]([C:6]1[C:11](=[O:12])[N:10]2[C:13]([CH2:23][N:24]([CH3:32])[CH2:25][C:26]3[CH:31]=[CH:30][CH:29]=[CH:28][CH:27]=3)=[C:14]([C:16]3[CH:21]=[CH:20][C:19]([NH2:22])=[CH:18][CH:17]=3)[N:15]=[C:9]2[N:8]([CH2:33][C:34]2[C:39]([F:40])=[CH:38][CH:37]=[CH:36][C:35]=2[F:41])[CH:7]=1)=[O:5])[CH3:2].O.[CH:43](Cl)(Cl)Cl. The catalyst is CC(O)C.CC(C)[O-].[Ti+4].CC(C)[O-].CC(C)[O-].CC(C)[O-]. The product is [CH:1]([O:3][C:4]([C:6]1[C:11](=[O:12])[N:10]2[C:13]([CH2:23][N:24]([CH3:32])[CH2:25][C:26]3[CH:31]=[CH:30][CH:29]=[CH:28][CH:27]=3)=[C:14]([C:16]3[CH:17]=[CH:18][C:19]([NH2:22])=[CH:20][CH:21]=3)[N:15]=[C:9]2[N:8]([CH2:33][C:34]2[C:35]([F:41])=[CH:36][CH:37]=[CH:38][C:39]=2[F:40])[CH:7]=1)=[O:5])([CH3:43])[CH3:2]. The yield is 0.940.